From a dataset of Peptide-MHC class II binding affinity with 134,281 pairs from IEDB. Regression. Given a peptide amino acid sequence and an MHC pseudo amino acid sequence, predict their binding affinity value. This is MHC class II binding data. (1) The binding affinity (normalized) is 0.105. The peptide sequence is LKAEAQMSIQLINKA. The MHC is DRB3_0101 with pseudo-sequence DRB3_0101. (2) The peptide sequence is PAGVCPTIGVGGNFA. The MHC is DRB1_0401 with pseudo-sequence DRB1_0401. The binding affinity (normalized) is 0.156. (3) The peptide sequence is AVRVSPGMLDAQAYGVK. The MHC is DRB1_0401 with pseudo-sequence DRB1_0401. The binding affinity (normalized) is 0. (4) The peptide sequence is IGLVTQTINDFYFVI. The MHC is DRB1_1001 with pseudo-sequence DRB1_1001. The binding affinity (normalized) is 0.182. (5) The peptide sequence is EKKYFAATQFPPLAA. The MHC is DRB1_1602 with pseudo-sequence DRB1_1602. The binding affinity (normalized) is 0.683. (6) The MHC is HLA-DQA10101-DQB10501 with pseudo-sequence HLA-DQA10101-DQB10501. The binding affinity (normalized) is 0.562. The peptide sequence is FPDRASIIRLVGAVL. (7) The peptide sequence is AAWTAGTTVYGAFAA. The MHC is HLA-DQA10501-DQB10301 with pseudo-sequence HLA-DQA10501-DQB10301. The binding affinity (normalized) is 0.709.